Dataset: Reaction yield outcomes from USPTO patents with 853,638 reactions. Task: Predict the reaction yield, written as a fraction of the theoretical maximum amount of product (1.0 means a 100% yield; for example, 0.34 means a 34% yield). (1) The product is [CH2:13]([Sn:22]([CH2:34][CH2:35][CH2:36][CH3:37])([CH2:18][CH2:19][CH2:20][CH3:21])[C:5]1[S:1][C:2]2=[CH:12][C:11]3[CH:10]=[C:9]([Sn:22]([CH2:27][CH2:28][CH2:29][CH3:30])([CH2:23][CH2:24][CH2:25][CH3:26])[CH2:18][CH2:19][CH2:20][CH3:21])[S:8][C:7]=3[CH:6]=[C:3]2[CH:4]=1)[CH2:14][CH2:15][CH3:16]. The reactants are [S:1]1[CH:5]=[CH:4][C:3]2=[CH:6][C:7]3[S:8][CH:9]=[CH:10][C:11]=3[CH:12]=[C:2]12.[CH2:13]([Li])[CH2:14][CH2:15][CH3:16].[CH2:18]([Sn:22](Cl)([CH2:27][CH2:28][CH2:29][CH3:30])[CH2:23][CH2:24][CH2:25][CH3:26])[CH2:19][CH2:20][CH3:21].CC[CH2:34][CH2:35][CH2:36][CH3:37]. The catalyst is C1COCC1. The yield is 0.420. (2) The reactants are [CH3:1][N:2]([C:10]([C:12]1[CH:17]=[CH:16][C:15]([C:18]2[CH:23]=[CH:22][C:21]([N+:24]([O-])=O)=[CH:20][CH:19]=2)=[CH:14][CH:13]=1)=[O:11])[C:3]([CH3:9])([C:5]([O:7][CH3:8])=[O:6])[CH3:4].Cl. The catalyst is C(O)C.[Fe]. The product is [NH2:24][C:21]1[CH:20]=[CH:19][C:18]([C:15]2[CH:16]=[CH:17][C:12]([C:10]([N:2]([CH3:1])[C:3]([CH3:4])([C:5]([O:7][CH3:8])=[O:6])[CH3:9])=[O:11])=[CH:13][CH:14]=2)=[CH:23][CH:22]=1. The yield is 0.820. (3) The reactants are COC(=O)C(O)=CC(=O)N(CC1C=CC(Cl)=C(Cl)C=1)C.C=O.[CH3:23][O:24][C:25](=[O:29])[CH2:26][CH2:27][NH2:28].[Cl:30][C:31]1[CH:32]=[C:33]([CH:47]=[CH:48][C:49]=1[Cl:50])[CH2:34][N:35]([CH3:46])[C:36]([C:38]1[CH2:39]N(C)[C:41](=[O:44])[C:42]=1[OH:43])=[O:37]. No catalyst specified. The product is [CH3:23][O:24][C:25](=[O:29])[CH2:26][CH2:27][N:28]1[CH2:39][C:38]([C:36](=[O:37])[N:35]([CH2:34][C:33]2[CH:47]=[CH:48][C:49]([Cl:50])=[C:31]([Cl:30])[CH:32]=2)[CH3:46])=[C:42]([OH:43])[C:41]1=[O:44]. The yield is 0.170. (4) The reactants are [F:1][C:2]1[CH:7]=[CH:6][C:5]([CH:8]([NH:12][C:13]2[CH:18]=[CH:17][CH:16]=[C:15]([F:19])[CH:14]=2)[C:9]([OH:11])=[O:10])=[CH:4][CH:3]=1.[N:20]12[CH2:27][CH2:26][CH:23]([CH2:24][CH2:25]1)[C@@H:22](O)[CH2:21]2.C1C=CC2N(O)N=NC=2C=1.C1CCC(N=C=NC2CCCCC2)CC1. The catalyst is C1COCC1. The product is [F:1][C:2]1[CH:7]=[CH:6][C:5]([CH:8]([NH:12][C:13]2[CH:18]=[CH:17][CH:16]=[C:15]([F:19])[CH:14]=2)[C:9]([O:11][C@@H:22]2[CH:23]3[CH2:26][CH2:27][N:20]([CH2:25][CH2:24]3)[CH2:21]2)=[O:10])=[CH:4][CH:3]=1. The yield is 0.500. (5) The catalyst is O=O.[Pd].C1(P(C2C=CC=CC=2)C2C=CC=CC=2)C=CC=CC=1.C1(P(C2C=CC=CC=2)C2C=CC=CC=2)C=CC=CC=1.C1(P(C2C=CC=CC=2)C2C=CC=CC=2)C=CC=CC=1.C1(P(C2C=CC=CC=2)C2C=CC=CC=2)C=CC=CC=1. The reactants are Br[C:2]1[S:3][C:4]([C:7]([N:9]([CH2:11][C:12]2[CH:17]=[CH:16][CH:15]=[C:14]([OH:18])[CH:13]=2)[CH3:10])=[O:8])=[CH:5][N:6]=1.[F:19][C:20]1[C:25]([O:26][CH3:27])=[CH:24][CH:23]=[CH:22][C:21]=1B(O)O.C(=O)([O-])[O-].[Cs+].[Cs+]. The product is [F:19][C:20]1[C:25]([O:26][CH3:27])=[CH:24][CH:23]=[CH:22][C:21]=1[C:2]1[S:3][C:4]([C:7]([N:9]([CH2:11][C:12]2[CH:17]=[CH:16][CH:15]=[C:14]([OH:18])[CH:13]=2)[CH3:10])=[O:8])=[CH:5][N:6]=1. The yield is 0.700. (6) The catalyst is C1C=CC([P]([Pd]([P](C2C=CC=CC=2)(C2C=CC=CC=2)C2C=CC=CC=2)([P](C2C=CC=CC=2)(C2C=CC=CC=2)C2C=CC=CC=2)[P](C2C=CC=CC=2)(C2C=CC=CC=2)C2C=CC=CC=2)(C2C=CC=CC=2)C2C=CC=CC=2)=CC=1. The yield is 0.550. The product is [CH3:24][O:23][C:21]1[CH:20]=[CH:19][C:15]2[N:16]=[C:17]([CH3:18])[C:12]3[N:13]([C:9]([C:4]4[CH:5]=[CH:6][CH:7]=[C:2]([O:27][CH3:26])[CH:3]=4)=[N:10][C:11]=3[CH3:25])[C:14]=2[N:22]=1. The reactants are Cl[C:2]1[CH:3]=[C:4]([C:9]2[N:13]3[C:14]4[N:22]=[C:21]([O:23][CH3:24])[CH:20]=[CH:19][C:15]=4[N:16]=[C:17]([CH3:18])[C:12]3=[C:11]([CH3:25])[N:10]=2)[CH:5]=[C:6](Cl)[CH:7]=1.[CH3:26][O:27]C1C=C(B(O)O)C=CC=1.C([O-])([O-])=O.[K+].[K+]. (7) The reactants are Br[C:2]1[CH:3]=[N:4][CH:5]=[C:6]2[C:11]=1[N:10]=[C:9]([C:12]([NH2:14])=[O:13])[CH:8]=[CH:7]2.[F:15][C:16]1[CH:17]=[C:18](B(O)O)[CH:19]=[CH:20][CH:21]=1.C(=O)([O-])[O-].[Cs+].[Cs+]. The catalyst is O1CCOCC1.O.C1(P([C-]2C=CC=C2)C2C=CC=CC=2)C=CC=CC=1.[C-]1(P(C2C=CC=CC=2)C2C=CC=CC=2)C=CC=C1.[Fe+2].[Pd](Cl)Cl. The product is [F:15][C:16]1[CH:21]=[C:20]([C:2]2[CH:3]=[N:4][CH:5]=[C:6]3[C:11]=2[N:10]=[C:9]([C:12]([NH2:14])=[O:13])[CH:8]=[CH:7]3)[CH:19]=[CH:18][CH:17]=1. The yield is 0.940. (8) The reactants are [N+:1]([C:4]1[CH:9]=[CH:8][CH:7]=[CH:6][C:5]=1[C:10]1[N:11]=[C:12]2[CH:17]=[CH:16][CH:15]=[CH:14][N:13]2[CH:18]=1)([O-])=O.C(O)C.Cl. The catalyst is [Pd].O. The product is [N:11]1[C:10]([C:5]2[CH:6]=[CH:7][CH:8]=[CH:9][C:4]=2[NH2:1])=[CH:18][N:13]2[CH2:14][CH2:15][CH2:16][CH2:17][C:12]=12. The yield is 1.00. (9) The reactants are C(OC([N:11]1[CH2:16][CH2:15][CH:14]([C:17](=[O:34])[NH:18][C:19]2[CH:24]=[C:23]([C:25]3[CH:30]=[C:29]([F:31])[CH:28]=[CH:27][C:26]=3[O:32][CH3:33])[N:22]=[CH:21][N:20]=2)[CH2:13][CH2:12]1)=O)C1C=CC=CC=1. The catalyst is CO.[Pd]. The product is [F:31][C:29]1[CH:28]=[CH:27][C:26]([O:32][CH3:33])=[C:25]([C:23]2[N:22]=[CH:21][N:20]=[C:19]([NH:18][C:17]([CH:14]3[CH2:15][CH2:16][NH:11][CH2:12][CH2:13]3)=[O:34])[CH:24]=2)[CH:30]=1. The yield is 0.270. (10) The reactants are [CH3:1][C:2]1[C:6]2[C:7](=[O:19])[N:8]([CH2:11][CH2:12][N:13]3[CH2:18][CH2:17][O:16][CH2:15][CH2:14]3)[CH2:9][CH2:10][C:5]=2[NH:4][C:3]=1[CH:20]=O.[F:22][C:23]1[CH:24]=[C:25]2[C:29](=[CH:30][C:31]=1[NH2:32])[NH:28][C:27](=[O:33])[CH2:26]2. No catalyst specified. The product is [NH2:32][C:31]1[CH:30]=[C:29]2[C:25]([C:26](=[CH:20][C:3]3[NH:4][C:5]4[CH2:10][CH2:9][N:8]([CH2:11][CH2:12][N:13]5[CH2:14][CH2:15][O:16][CH2:17][CH2:18]5)[C:7](=[O:19])[C:6]=4[C:2]=3[CH3:1])[C:27](=[O:33])[NH:28]2)=[CH:24][C:23]=1[F:22]. The yield is 0.500.